Task: Regression. Given two drug SMILES strings and cell line genomic features, predict the synergy score measuring deviation from expected non-interaction effect.. Dataset: NCI-60 drug combinations with 297,098 pairs across 59 cell lines (1) Drug 1: C1=C(C(=O)NC(=O)N1)F. Drug 2: CC1=C(N=C(N=C1N)C(CC(=O)N)NCC(C(=O)N)N)C(=O)NC(C(C2=CN=CN2)OC3C(C(C(C(O3)CO)O)O)OC4C(C(C(C(O4)CO)O)OC(=O)N)O)C(=O)NC(C)C(C(C)C(=O)NC(C(C)O)C(=O)NCCC5=NC(=CS5)C6=NC(=CS6)C(=O)NCCC[S+](C)C)O. Cell line: PC-3. Synergy scores: CSS=28.9, Synergy_ZIP=-3.76, Synergy_Bliss=-4.53, Synergy_Loewe=-2.61, Synergy_HSA=-1.86. (2) Drug 1: CN(C)C1=NC(=NC(=N1)N(C)C)N(C)C. Drug 2: CCN(CC)CCCC(C)NC1=C2C=C(C=CC2=NC3=C1C=CC(=C3)Cl)OC. Cell line: SNB-75. Synergy scores: CSS=9.60, Synergy_ZIP=-3.17, Synergy_Bliss=-1.98, Synergy_Loewe=-45.8, Synergy_HSA=-3.53. (3) Drug 1: CC1=C(C=C(C=C1)NC2=NC=CC(=N2)N(C)C3=CC4=NN(C(=C4C=C3)C)C)S(=O)(=O)N.Cl. Drug 2: C1=NC2=C(N1)C(=S)N=CN2. Cell line: SK-MEL-28. Synergy scores: CSS=-8.43, Synergy_ZIP=-0.661, Synergy_Bliss=-6.40, Synergy_Loewe=-14.5, Synergy_HSA=-9.36. (4) Drug 1: CC12CCC(CC1=CCC3C2CCC4(C3CC=C4C5=CN=CC=C5)C)O. Drug 2: B(C(CC(C)C)NC(=O)C(CC1=CC=CC=C1)NC(=O)C2=NC=CN=C2)(O)O. Cell line: HT29. Synergy scores: CSS=15.3, Synergy_ZIP=0.179, Synergy_Bliss=3.25, Synergy_Loewe=-1.63, Synergy_HSA=0.914.